Predict which catalyst facilitates the given reaction. From a dataset of Catalyst prediction with 721,799 reactions and 888 catalyst types from USPTO. Reactant: [OH:1][C@H:2]1[C@H:6]([CH3:7])[CH2:5][N:4]([C:8]([O:10][CH2:11][C:12]2[CH:17]=[CH:16][CH:15]=[CH:14][CH:13]=2)=[O:9])[CH2:3]1.[N+:18]([C:21]1[CH:29]=[CH:28][C:24]([C:25](O)=[O:26])=[CH:23][CH:22]=1)([O-:20])=[O:19].C1(P(C2C=CC=CC=2)C2C=CC=CC=2)C=CC=CC=1.CC(OC(/N=N/C(OC(C)C)=O)=O)C. Product: [CH3:7][C@H:6]1[C@@H:2]([O:1][C:25]([C:24]2[CH:23]=[CH:22][C:21]([N+:18]([O-:20])=[O:19])=[CH:29][CH:28]=2)=[O:26])[CH2:3][N:4]([C:8]([O:10][CH2:11][C:12]2[CH:17]=[CH:16][CH:15]=[CH:14][CH:13]=2)=[O:9])[CH2:5]1. The catalyst class is: 1.